From a dataset of Forward reaction prediction with 1.9M reactions from USPTO patents (1976-2016). Predict the product of the given reaction. (1) Given the reactants [N:1]1[N:5]2[C:6]([C:10]3[CH:11]=[C:12]([NH:16][C:17](=[O:28])[C:18]4[CH:23]=[CH:22][CH:21]=[C:20]([C:24]([F:27])([F:26])[F:25])[CH:19]=4)[CH:13]=[CH:14][CH:15]=3)=[CH:7][CH2:8][NH:9][C:4]2=[CH:3][CH:2]=1.Cl[C:30]([O:32][CH2:33][CH3:34])=[O:31], predict the reaction product. The product is: [F:27][C:24]([F:25])([F:26])[C:20]1[CH:19]=[C:18]([CH:23]=[CH:22][CH:21]=1)[C:17]([NH:16][C:12]1[CH:11]=[C:10]([C:6]2[N:5]3[N:1]=[CH:2][CH:3]=[C:4]3[N:9]([C:30]([O:32][CH2:33][CH3:34])=[O:31])[CH2:8][CH:7]=2)[CH:15]=[CH:14][CH:13]=1)=[O:28]. (2) Given the reactants C[O:2][C:3]1[CH:4]=[CH:5][CH:6]=[C:7]2[C:12]=1[CH2:11][C@@H:10]([N:13]([CH2:21][CH2:22][CH3:23])[CH2:14][CH2:15][C:16]1[S:17][CH:18]=[CH:19][CH:20]=1)[CH2:9][CH2:8]2.CN(C)CC, predict the reaction product. The product is: [OH:2][C:3]1[CH:4]=[CH:5][CH:6]=[C:7]2[C:12]=1[CH2:11][C@@H:10]([N:13]([CH2:21][CH2:22][CH3:23])[CH2:14][CH2:15][C:16]1[S:17][CH:18]=[CH:19][CH:20]=1)[CH2:9][CH2:8]2. (3) Given the reactants [OH-].[Na+].C[O:4][C:5](=[O:24])[CH2:6][C:7]1[C:15]2[C:10](=[N:11][CH:12]=[CH:13][CH:14]=2)[N:9]([CH2:16][C:17]2[CH:18]=[N:19][CH:20]=[CH:21][CH:22]=2)[C:8]=1[CH3:23], predict the reaction product. The product is: [CH3:23][C:8]1[N:9]([CH2:16][C:17]2[CH:18]=[N:19][CH:20]=[CH:21][CH:22]=2)[C:10]2=[N:11][CH:12]=[CH:13][CH:14]=[C:15]2[C:7]=1[CH2:6][C:5]([OH:24])=[O:4]. (4) Given the reactants [Cl:1][C:2]1[CH:20]=[C:19]([N+:21]([O-])=O)[CH:18]=[CH:17][C:3]=1[O:4][C:5]1[CH:6]=[C:7]([CH:14]=[CH:15][CH:16]=1)[NH:8][CH2:9][C:10]([CH3:13])([CH3:12])[CH3:11].C(O)C.[Cl-].[Ca+2].[Cl-], predict the reaction product. The product is: [Cl:1][C:2]1[CH:20]=[C:19]([CH:18]=[CH:17][C:3]=1[O:4][C:5]1[CH:16]=[CH:15][CH:14]=[C:7]([NH:8][CH2:9][C:10]([CH3:13])([CH3:12])[CH3:11])[CH:6]=1)[NH2:21]. (5) Given the reactants [Cl:1][C:2]1[CH:9]=[CH:8][CH:7]=[C:6]([F:10])[C:3]=1[CH2:4][NH2:5].[CH:11]([N:14]([CH:17](C)C)CC)(C)C.[NH:20]1[CH2:25][CH2:24][CH2:23][CH2:22][CH2:21]1.C(#[N:28])C, predict the reaction product. The product is: [Cl:1][C:2]1[CH:9]=[CH:8][CH:7]=[C:6]([F:10])[C:3]=1[CH2:4][NH:5][C:11]([N:20]1[CH2:25][CH2:24][CH2:23][CH2:22][CH2:21]1)=[N:14][C:17]#[N:28]. (6) Given the reactants CN(C)C1C2C(=CC=CC=2N(C)C)C=CC=1.F[B-](F)(F)F.C[O+:23]([CH3:25])[CH3:24].[CH3:26][O:27][C:28](=[O:59])[N:29]=[C:30]([S:57][CH3:58])[C:31]([C:45]1[CH:46]=[C:47]([O:55][CH3:56])[C:48]2[O:52][CH2:51]C(O)[C:49]=2[CH:54]=1)=[N:32][C:33]1[CH:38]=[CH:37][C:36]([C:39]2[N:43]=[C:42]([CH3:44])[O:41][N:40]=2)=[CH:35][CH:34]=1.C(=O)([O-])O.[Na+], predict the reaction product. The product is: [CH3:26][O:27][C:28](=[O:59])[N:29]=[C:30]([S:57][CH3:58])[C:31]([C:45]1[CH:46]=[C:47]([O:55][CH3:56])[C:48]2[O:52][CH2:51][CH:24]([O:23][CH3:25])[C:49]=2[CH:54]=1)=[N:32][C:33]1[CH:38]=[CH:37][C:36]([C:39]2[N:43]=[C:42]([CH3:44])[O:41][N:40]=2)=[CH:35][CH:34]=1. (7) Given the reactants O.[OH-].[Li+].[Cl:4][C:5]1[C:6]([C:20]([O:22]CC)=[O:21])=[N:7][O:8][C:9]=1[C:10]1[CH:15]=[CH:14][C:13]([C:16]([F:19])([F:18])[F:17])=[CH:12][CH:11]=1.Cl, predict the reaction product. The product is: [Cl:4][C:5]1[C:6]([C:20]([OH:22])=[O:21])=[N:7][O:8][C:9]=1[C:10]1[CH:15]=[CH:14][C:13]([C:16]([F:17])([F:19])[F:18])=[CH:12][CH:11]=1. (8) Given the reactants Cl[C:2]([O:4][C:5]1[CH:10]=[CH:9][C:8]([O:11][C:12]2[CH:17]=[CH:16][C:15]([C:18]([F:21])([F:20])[F:19])=[CH:14][N:13]=2)=[CH:7][CH:6]=1)=[O:3].[N:22]1[NH:23][N:24]=[N:25][C:26]=1[CH2:27][C:28]1[CH:40]=[CH:39][C:31]([CH2:32][CH:33]2[CH2:38][CH2:37][NH:36][CH2:35][CH2:34]2)=[CH:30][CH:29]=1, predict the reaction product. The product is: [F:19][C:18]([F:21])([F:20])[C:15]1[CH:16]=[CH:17][C:12]([O:11][C:8]2[CH:9]=[CH:10][C:5]([O:4][C:2]([N:36]3[CH2:35][CH2:34][CH:33]([CH2:32][C:31]4[CH:39]=[CH:40][C:28]([CH2:27][C:26]5[N:22]=[N:23][NH:24][N:25]=5)=[CH:29][CH:30]=4)[CH2:38][CH2:37]3)=[O:3])=[CH:6][CH:7]=2)=[N:13][CH:14]=1. (9) Given the reactants [Br:1][C:2]1[C:7]([CH3:8])=[CH:6][C:5]([OH:9])=[CH:4][C:3]=1[CH3:10].C(=O)([O-])[O-].[K+].[K+].CC1C=CC(S(O[CH2:28][C@@H:29]2[CH2:34][N:33]([CH3:35])[C:32]3[CH:36]=[CH:37][CH:38]=[CH:39][C:31]=3[O:30]2)(=O)=O)=CC=1.O, predict the reaction product. The product is: [Br:1][C:2]1[C:7]([CH3:8])=[CH:6][C:5]([O:9][CH2:28][C@@H:29]2[CH2:34][N:33]([CH3:35])[C:32]3[CH:36]=[CH:37][CH:38]=[CH:39][C:31]=3[O:30]2)=[CH:4][C:3]=1[CH3:10].